Dataset: Full USPTO retrosynthesis dataset with 1.9M reactions from patents (1976-2016). Task: Predict the reactants needed to synthesize the given product. (1) Given the product [Cl:1][C:2]1[S:6][C:5]([C:7]([NH:9][CH2:10][C@@H:11]2[O:15][C:14](=[O:16])[N:13]([C:17]3[CH:22]=[C:21]([CH3:23])[C:20]([N:24]4[CH:29]=[CH:28][CH:27]=[C:26]([OH:30])[C:25]4=[O:32])=[C:19]([CH3:33])[CH:18]=3)[CH2:12]2)=[O:8])=[CH:4][CH:3]=1, predict the reactants needed to synthesize it. The reactants are: [Cl:1][C:2]1[S:6][C:5]([C:7]([NH:9][CH2:10][C@@H:11]2[O:15][C:14](=[O:16])[N:13]([C:17]3[CH:22]=[C:21]([CH3:23])[C:20]([N:24]4[CH:29]=[CH:28][CH:27]=[C:26]([O:30]C)[C:25]4=[O:32])=[C:19]([CH3:33])[CH:18]=3)[CH2:12]2)=[O:8])=[CH:4][CH:3]=1.B(Br)(Br)Br.C(=O)(O)[O-].[Na+]. (2) The reactants are: [OH:1][C@H:2]([C@H:10]1[O:15][CH2:14][CH2:13][NH:12][C:11]1=[O:16])[C:3]([O:5][C:6]([CH3:9])([CH3:8])[CH3:7])=[O:4].I[C:18]1[CH:22]=[CH:21][N:20]([C:23]2[CH:24]=[C:25]([C:29]([F:32])([F:31])[F:30])[N:26]=[N:27][CH:28]=2)[N:19]=1.P([O-])([O-])([O-])=O.[K+].[K+].[K+].CN[C@@H]1CCCC[C@H]1NC. Given the product [OH:1][C@H:2]([C@H:10]1[O:15][CH2:14][CH2:13][N:12]([C:18]2[CH:22]=[CH:21][N:20]([C:23]3[CH:24]=[C:25]([C:29]([F:32])([F:30])[F:31])[N:26]=[N:27][CH:28]=3)[N:19]=2)[C:11]1=[O:16])[C:3]([O:5][C:6]([CH3:9])([CH3:7])[CH3:8])=[O:4], predict the reactants needed to synthesize it. (3) Given the product [Br:15][C:8]1[CH:9]=[C:10]([C:11]([F:12])([F:13])[F:14])[C:4]([N+:1]([O-:3])=[O:2])=[CH:5][C:6]=1[NH2:7], predict the reactants needed to synthesize it. The reactants are: [N+:1]([C:4]1[CH:5]=[C:6]([CH:8]=[CH:9][C:10]=1[C:11]([F:14])([F:13])[F:12])[NH2:7])([O-:3])=[O:2].[Br:15]Br. (4) Given the product [Br-:1].[CH2:2]([N+:17]1[CH:18]=[CH:19][N:15]([CH3:14])[CH:16]=1)[CH2:3][CH2:4][CH2:5][CH2:6][CH2:7][CH2:8][CH2:9][CH2:10][CH2:11][CH2:12][CH3:13], predict the reactants needed to synthesize it. The reactants are: [Br:1][CH2:2][CH2:3][CH2:4][CH2:5][CH2:6][CH2:7][CH2:8][CH2:9][CH2:10][CH2:11][CH2:12][CH3:13].[CH3:14][N:15]1[CH:19]=[CH:18][N:17]=[CH:16]1. (5) The reactants are: [Cl:1][C:2]1[CH:44]=[CH:43][C:5]([CH2:6][N:7]2[C:15]3[C:14](=[O:16])[N:13]([CH2:17][CH2:18][O:19]C4CCCCO4)[C:12](=[O:26])[N:11]([CH3:27])[C:10]=3[N:9]=[C:8]2[O:28][CH2:29][CH2:30][O:31][C:32]2[CH:37]=[CH:36][CH:35]=[C:34]([O:38][C:39]([F:42])([F:41])[F:40])[CH:33]=2)=[CH:4][CH:3]=1.C(=O)(O)[O-].[Na+]. Given the product [Cl:1][C:2]1[CH:3]=[CH:4][C:5]([CH2:6][N:7]2[C:15]3[C:14](=[O:16])[N:13]([CH2:17][CH2:18][OH:19])[C:12](=[O:26])[N:11]([CH3:27])[C:10]=3[N:9]=[C:8]2[O:28][CH2:29][CH2:30][O:31][C:32]2[CH:37]=[CH:36][CH:35]=[C:34]([O:38][C:39]([F:42])([F:40])[F:41])[CH:33]=2)=[CH:43][CH:44]=1, predict the reactants needed to synthesize it. (6) Given the product [Br:1][C:2]1[S:6][C:5]([CH2:7][CH2:8][O:9][Si:10]([CH:11]([CH3:13])[CH3:12])([CH:17]([CH3:19])[CH3:18])[CH:14]([CH3:16])[CH3:15])=[CH:4][C:3]=1[I:35], predict the reactants needed to synthesize it. The reactants are: [Br:1][C:2]1[S:6][C:5]([CH2:7][CH2:8][O:9][Si:10]([CH:17]([CH3:19])[CH3:18])([CH:14]([CH3:16])[CH3:15])[CH:11]([CH3:13])[CH3:12])=[CH:4][CH:3]=1.[Li+].CC([N-]C(C)C)C.C1C(=O)N([I:35])C(=O)C1.